Predict the product of the given reaction. From a dataset of Forward reaction prediction with 1.9M reactions from USPTO patents (1976-2016). (1) Given the reactants [CH2:1]([C:3]1[N:4]([C:19]2[CH:24]=[CH:23][CH:22]=[CH:21][CH:20]=2)[C:5]2[C:10]([C:11]=1[CH:12]1[CH2:17][CH2:16][NH:15][CH2:14][CH2:13]1)=[CH:9][CH:8]=[C:7]([F:18])[CH:6]=2)[CH3:2].Br[CH2:26][CH2:27][CH2:28][S:29][C:30]1[CH:35]=[CH:34][C:33]([F:36])=[CH:32][CH:31]=1.[I-].[K+].C(=O)([O-])[O-].[K+].[K+], predict the reaction product. The product is: [CH2:1]([C:3]1[N:4]([C:19]2[CH:24]=[CH:23][CH:22]=[CH:21][CH:20]=2)[C:5]2[C:10]([C:11]=1[CH:12]1[CH2:13][CH2:14][N:15]([CH2:26][CH2:27][CH2:28][S:29][C:30]3[CH:35]=[CH:34][C:33]([F:36])=[CH:32][CH:31]=3)[CH2:16][CH2:17]1)=[CH:9][CH:8]=[C:7]([F:18])[CH:6]=2)[CH3:2]. (2) Given the reactants [CH2:1]([O:3][P:4]([CH2:9][CH2:10][NH:11][CH2:12][C:13]([CH3:36])=[CH:14][CH2:15][C:16]1[C:17]([O:29][CH2:30][CH2:31][Si:32]([CH3:35])([CH3:34])[CH3:33])=[C:18]2[C:22](=[C:23]([CH3:27])[C:24]=1[O:25][CH3:26])[CH2:21][O:20][C:19]2=[O:28])(=[O:8])[O:5][CH2:6][CH3:7])[CH3:2].[CH:37](=O)[C:38]1[CH:43]=[CH:42][CH:41]=[CH:40][CH:39]=1.C(O[BH-](OC(=O)C)OC(=O)C)(=O)C.[Na+].C(O)(=O)C, predict the reaction product. The product is: [CH2:1]([O:3][P:4]([CH2:9][CH2:10][N:11]([CH2:37][C:38]1[CH:43]=[CH:42][CH:41]=[CH:40][CH:39]=1)[CH2:12][C:13]([CH3:36])=[CH:14][CH2:15][C:16]1[C:17]([O:29][CH2:30][CH2:31][Si:32]([CH3:33])([CH3:34])[CH3:35])=[C:18]2[C:22](=[C:23]([CH3:27])[C:24]=1[O:25][CH3:26])[CH2:21][O:20][C:19]2=[O:28])(=[O:8])[O:5][CH2:6][CH3:7])[CH3:2].